Dataset: Catalyst prediction with 721,799 reactions and 888 catalyst types from USPTO. Task: Predict which catalyst facilitates the given reaction. (1) Reactant: [H-].[Na+].[I:3][C:4]1[CH:9]=[CH:8][C:7]([OH:10])=[CH:6][CH:5]=1.[CH2:11](Br)[C:12]1[CH:17]=[CH:16][CH:15]=[CH:14][CH:13]=1. Product: [I:3][C:4]1[CH:9]=[CH:8][C:7]([O:10][CH2:11][C:12]2[CH:17]=[CH:16][CH:15]=[CH:14][CH:13]=2)=[CH:6][CH:5]=1. The catalyst class is: 9. (2) Reactant: CN1CCOCC1.[Br:8][C:9]1[CH:30]=[CH:29][C:12]([CH2:13][C@@:14]2([C:26]([OH:28])=O)[CH2:18][CH2:17][CH2:16][N:15]2[C:19]([O:21][C:22]([CH3:25])([CH3:24])[CH3:23])=[O:20])=[CH:11][CH:10]=1.[NH2:31][CH2:32][CH:33]([OH:40])[CH2:34][C:35]([CH3:39])([CH3:38])[CH2:36][CH3:37].Cl.CN(C)CCCN=C=NCC.OC1C2N=NNC=2C=CC=1. Product: [Br:8][C:9]1[CH:10]=[CH:11][C:12]([CH2:13][C:14]2([C:26]([NH:31][CH2:32][CH:33]([OH:40])[CH2:34][C:35]([CH3:39])([CH3:38])[CH2:36][CH3:37])=[O:28])[CH2:18][CH2:17][CH2:16][N:15]2[C:19]([O:21][C:22]([CH3:25])([CH3:24])[CH3:23])=[O:20])=[CH:29][CH:30]=1. The catalyst class is: 4. (3) Product: [CH3:1][O:2][C:3]1[C:4]2=[CH:5][CH:6]=[C:7]3[C:8]([N:39]=[C:40]4[C:48]([CH:47]=[CH:46][CH:45]=[C:41]4[C:42]([OH:44])=[O:43])=[N:49]3)=[C:9]2[CH:10]=[CH:11][CH:12]=1. The catalyst class is: 8. Reactant: [CH3:1][O:2][C:3]1[CH:12]=[CH:11][CH:10]=[C:9]2[C:4]=1[CH:5]=[CH:6][C:7](=O)[C:8]2=O.COC1C=CC=C2C=1CCCC2=O.[Se](=O)=O.C(O)(=O)C.C(O)(=O)C.[NH2:39][C:40]1[C:48]([NH2:49])=[CH:47][CH:46]=[CH:45][C:41]=1[C:42]([OH:44])=[O:43].Cl.